This data is from Full USPTO retrosynthesis dataset with 1.9M reactions from patents (1976-2016). The task is: Predict the reactants needed to synthesize the given product. (1) The reactants are: [CH3:1][O:2][CH:3]([O:6][CH3:7])[CH:4]=O.Cl.[NH2:9][CH2:10][CH2:11][C:12]1[C:20]2[S:19][C:18](=[O:21])[NH:17][C:16]=2[C:15]([OH:22])=[CH:14][CH:13]=1.CC(O)=O.C([BH3-])#N.[Na+].C([O-])(O)=O.[Na+].[CH:36]1[CH:41]=[CH:40][C:39]([CH2:42][O:43][C:44](Cl)=[O:45])=[CH:38][CH:37]=1.Cl. Given the product [CH2:42]([O:43][C:44](=[O:45])[N:9]([CH2:4][CH:3]([O:2][CH3:1])[O:6][CH3:7])[CH2:10][CH2:11][C:12]1[C:20]2[S:19][C:18](=[O:21])[NH:17][C:16]=2[C:15]([OH:22])=[CH:14][CH:13]=1)[C:39]1[CH:40]=[CH:41][CH:36]=[CH:37][CH:38]=1, predict the reactants needed to synthesize it. (2) Given the product [CH3:24][C:19]1[N:18]=[C:17]([N:14]2[CH2:13][CH2:12][CH:11]([CH2:10][CH2:9][NH2:8])[CH2:16][CH2:15]2)[CH:22]=[C:21]([CH3:23])[N:20]=1, predict the reactants needed to synthesize it. The reactants are: C([N:8](CC1C=CC=CC=1)[CH2:9][CH2:10][CH:11]1[CH2:16][CH2:15][N:14]([C:17]2[CH:22]=[C:21]([CH3:23])[N:20]=[C:19]([CH3:24])[N:18]=2)[CH2:13][CH2:12]1)C1C=CC=CC=1.